From a dataset of Forward reaction prediction with 1.9M reactions from USPTO patents (1976-2016). Predict the product of the given reaction. (1) Given the reactants [CH:1]#[C:2][CH:3]([OH:5])[CH3:4].[N:6]([CH2:9][C:10]1[C:11]([C:30]([NH:32][N:33]2[CH2:38][CH2:37][CH2:36][CH2:35][CH2:34]2)=[O:31])=[N:12][C:13]([C:23]2[CH:28]=[CH:27][C:26]([Cl:29])=[CH:25][CH:24]=2)=[C:14]([C:16]2[CH:21]=[CH:20][C:19]([Cl:22])=[CH:18][CH:17]=2)[N:15]=1)=[N+:7]=[N-:8], predict the reaction product. The product is: [Cl:22][C:19]1[CH:20]=[CH:21][C:16]([C:14]2[N:15]=[C:10]([CH2:9][N:6]3[C:2]([CH:3]([OH:5])[CH3:4])=[CH:1][N:8]=[N:7]3)[C:11]([C:30]([NH:32][N:33]3[CH2:38][CH2:37][CH2:36][CH2:35][CH2:34]3)=[O:31])=[N:12][C:13]=2[C:23]2[CH:24]=[CH:25][C:26]([Cl:29])=[CH:27][CH:28]=2)=[CH:17][CH:18]=1. (2) The product is: [CH2:45]([O:52][C:53](=[O:72])[NH:54][CH2:55][CH2:56][CH2:57][CH2:58][C@H:59]([NH:71][C:8]([C:2]1([CH3:1])[CH2:3][CH2:4][CH2:5][CH2:6][CH2:7]1)=[O:10])[C:60]([C:62]1[S:63][C:64]2[CH:70]=[CH:69][CH:68]=[CH:67][C:65]=2[N:66]=1)=[O:61])[C:46]1[CH:51]=[CH:50][CH:49]=[CH:48][CH:47]=1. Given the reactants [CH3:1][C:2]1([C:8]([OH:10])=O)[CH2:7][CH2:6][CH2:5][CH2:4][CH2:3]1.CCN(C(C)C)C(C)C.CN(C(ON1N=NC2C=CC=NC1=2)=[N+](C)C)C.F[P-](F)(F)(F)(F)F.Cl.[CH2:45]([O:52][C:53](=[O:72])[NH:54][CH2:55][CH2:56][CH2:57][CH2:58][C@H:59]([NH2:71])[C:60]([C:62]1[S:63][C:64]2[CH:70]=[CH:69][CH:68]=[CH:67][C:65]=2[N:66]=1)=[O:61])[C:46]1[CH:51]=[CH:50][CH:49]=[CH:48][CH:47]=1, predict the reaction product. (3) Given the reactants [Cl:1][C:2]1[CH:3]=[CH:4][C:5]2[N:11]3[CH:12]=[CH:13][CH:14]=[C:10]3[C@@H:9]([CH2:15][CH2:16][C:17](O)=[O:18])[O:8][C@H:7]([C:20]3[CH:25]=[CH:24][CH:23]=[C:22]([O:26][CH3:27])[C:21]=3[O:28][CH3:29])[C:6]=2[CH:30]=1.[C:31]12([C:37]([O:39][CH2:40][CH3:41])=[O:38])[CH2:36][CH:35]1[CH2:34][NH:33][CH2:32]2.Cl.C(N=C=NCCCN(C)C)C.ON1C2C=CC=CC=2N=N1, predict the reaction product. The product is: [Cl:1][C:2]1[CH:3]=[CH:4][C:5]2[N:11]3[CH:12]=[CH:13][CH:14]=[C:10]3[C@@H:9]([CH2:15][CH2:16][C:17]([N:33]3[CH2:34][CH:35]4[C:31]([C:37]([O:39][CH2:40][CH3:41])=[O:38])([CH2:36]4)[CH2:32]3)=[O:18])[O:8][C@H:7]([C:20]3[CH:25]=[CH:24][CH:23]=[C:22]([O:26][CH3:27])[C:21]=3[O:28][CH3:29])[C:6]=2[CH:30]=1.